This data is from Peptide-MHC class I binding affinity with 185,985 pairs from IEDB/IMGT. The task is: Regression. Given a peptide amino acid sequence and an MHC pseudo amino acid sequence, predict their binding affinity value. This is MHC class I binding data. The peptide sequence is FFLQRLYFL. The binding affinity (normalized) is 0.386. The MHC is HLA-A30:01 with pseudo-sequence HLA-A30:01.